From a dataset of Catalyst prediction with 721,799 reactions and 888 catalyst types from USPTO. Predict which catalyst facilitates the given reaction. (1) Reactant: [F:1][C:2]1[CH:7]=[CH:6][CH:5]=[C:4]([F:8])[CH:3]=1.[C:9]1(=[O:15])[O:14][C:12](=[O:13])[CH:11]=[CH:10]1.[Cl-].[Al+3].[Cl-].[Cl-].Cl. Product: [F:1][C:2]1[CH:3]=[C:4]([F:8])[CH:5]=[CH:6][C:7]=1[C:9](=[O:15])/[CH:10]=[CH:11]/[C:12]([OH:14])=[O:13]. The catalyst class is: 4. (2) Reactant: [F:1][C:2]1[CH:16]=[CH:15][C:5]([CH2:6][CH:7]2[CH2:12][CH2:11][N:10]([CH:13]=[O:14])[CH2:9][CH2:8]2)=[CH:4][CH:3]=1.C(C1[C:28]2[C:23](=[CH:24][C:25]([Cl:32])=[C:26](C(O)=O)[CH:27]=2)[NH:22][CH:21]=1)(=O)C.[C:33]([N:40]1[CH:44]=[CH:43]N=C1)([N:35]1[CH:39]=[CH:38]N=C1)=O.Cl.FC1C=[CH:58][C:50]([CH2:51]C2CCNCC2)=[CH:49]C=1.C(O)(=O)CC(CC(O)=O)(C(O)=O)O. Product: [C:50]([C:33]1[N:35]=[C:39]([C:38]2[C:28]3[C:23](=[CH:24][C:25]([Cl:32])=[C:26]([C:13]([N:10]4[CH2:11][CH2:12][CH:7]([CH2:6][C:5]5[CH:15]=[CH:16][C:2]([F:1])=[CH:3][CH:4]=5)[CH2:8][CH2:9]4)=[O:14])[CH:27]=3)[NH:22][CH:21]=2)[CH:43]=[CH:44][N:40]=1)([CH3:58])([CH3:51])[CH3:49]. The catalyst class is: 289.